Dataset: Reaction yield outcomes from USPTO patents with 853,638 reactions. Task: Predict the reaction yield, written as a fraction of the theoretical maximum amount of product (1.0 means a 100% yield; for example, 0.34 means a 34% yield). (1) The yield is 0.873. The product is [CH3:1][CH:2]([CH3:22])[CH2:3][CH:4]([NH:5][C:31]1[N:36]=[CH:35][C:34]([C:37]([O:39][CH3:40])=[O:38])=[CH:33][N:32]=1)[C:6]1[CH:11]=[CH:10][C:9]([C:12]2[CH:17]=[CH:16][C:15]([C:18]([F:19])([F:20])[F:21])=[CH:14][CH:13]=2)=[CH:8][CH:7]=1. The reactants are [CH3:1][CH:2]([CH3:22])[CH2:3][CH:4]([C:6]1[CH:11]=[CH:10][C:9]([C:12]2[CH:17]=[CH:16][C:15]([C:18]([F:21])([F:20])[F:19])=[CH:14][CH:13]=2)=[CH:8][CH:7]=1)[NH2:5].CC(S(N)=O)(C)C.Cl[C:31]1[N:36]=[CH:35][C:34]([C:37]([O:39][CH3:40])=[O:38])=[CH:33][N:32]=1.C(N(C(C)C)CC)(C)C. The catalyst is CC(O)C. (2) The reactants are [CH3:1][O:2][C:3](=[O:43])[NH:4][C@H:5]([C:14](=[O:42])[NH:15][CH2:16][CH2:17][CH2:18][CH2:19][C@H:20]([N:27]([S:32]([C:35]1[CH:40]=[CH:39][C:38]([NH2:41])=[CH:37][CH:36]=1)(=[O:34])=[O:33])[CH2:28][CH:29]([CH3:31])[CH3:30])[CH2:21][O:22][P:23]([OH:26])([OH:25])=[O:24])[CH2:6][C:7]1[CH:12]=[CH:11][CH:10]=[CH:9][C:8]=1Br.C1C(C[C@H](N)C(O)=O)=CC=C([Br:56])C=1. No catalyst specified. The product is [CH3:1][O:2][C:3](=[O:43])[NH:4][C@H:5]([C:14](=[O:42])[NH:15][CH2:16][CH2:17][CH2:18][CH2:19][C@H:20]([N:27]([S:32]([C:35]1[CH:40]=[CH:39][C:38]([NH2:41])=[CH:37][CH:36]=1)(=[O:33])=[O:34])[CH2:28][CH:29]([CH3:30])[CH3:31])[CH2:21][O:22][P:23]([OH:26])([OH:25])=[O:24])[CH2:6][C:7]1[CH:12]=[CH:11][C:10]([Br:56])=[CH:9][CH:8]=1. The yield is 0.280. (3) The reactants are C(NC(C)C)(C)C.[Li]CCCC.[Cl:13][C:14]1[CH:19]=[C:18]([F:20])[CH:17]=[C:16]([Cl:21])[C:15]=1[O:22][CH2:23][CH3:24].[Li+].CC([N-]C(C)C)C.[C:33](=[O:35])=[O:34]. The catalyst is C1COCC1. The product is [Cl:13][C:14]1[C:15]([O:22][CH2:23][CH3:24])=[C:16]([Cl:21])[CH:17]=[C:18]([F:20])[C:19]=1[C:33]([OH:35])=[O:34]. The yield is 0.550. (4) The reactants are [O:1]=[C:2]1[CH:11]=[CH:10][C:9]2[C:4]3=[C:5]([CH:12]([CH2:14][N:15]4[CH2:20][CH2:19][CH:18]([NH:21]C(=O)OC(C)(C)C)[CH2:17][CH2:16]4)[CH2:13][N:3]13)[CH:6]=[CH:7][CH:8]=2.[ClH:29]. The catalyst is C(Cl)(Cl)Cl.CO.O1CCOCC1. The product is [ClH:29].[ClH:29].[NH2:21][CH:18]1[CH2:19][CH2:20][N:15]([CH2:14][CH:12]2[C:5]3=[C:4]4[C:9](=[CH:8][CH:7]=[CH:6]3)[CH:10]=[CH:11][C:2](=[O:1])[N:3]4[CH2:13]2)[CH2:16][CH2:17]1. The yield is 1.10.